From a dataset of Reaction yield outcomes from USPTO patents with 853,638 reactions. Predict the reaction yield, written as a fraction of the theoretical maximum amount of product (1.0 means a 100% yield; for example, 0.34 means a 34% yield). The reactants are [NH2:1][C:2]1[C:11]2[S:10](=[O:13])(=[O:12])[N:9]=[C:8]([C:14]3[C:15](=[O:30])[N:16]([NH:25][CH2:26][CH:27]([CH3:29])[CH3:28])[C:17]4[C:22]([C:23]=3[OH:24])=[CH:21][CH:20]=[CH:19][CH:18]=4)[NH:7][C:6]=2[CH:5]=[CH:4][C:3]=1[OH:31].[OH2:32].[C:33]1([CH3:43])C=CC(S(O)(=O)=O)=C[CH:34]=1.CN(C)[CH:46]=[O:47]. No catalyst specified. The product is [OH:24][C:23]1[C:22]2[C:17](=[CH:18][CH:19]=[CH:20][CH:21]=2)[N:16]([NH:25][CH2:26][CH:27]([CH3:29])[CH3:28])[C:15](=[O:30])[C:14]=1[C:8]1[NH:7][C:6]2[CH:5]=[CH:4][C:3]3[O:31][C:43]([CH2:33][C:34]([O:47][CH3:46])=[O:32])=[N:1][C:2]=3[C:11]=2[S:10](=[O:12])(=[O:13])[N:9]=1. The yield is 0.450.